The task is: Predict the product of the given reaction.. This data is from Forward reaction prediction with 1.9M reactions from USPTO patents (1976-2016). (1) Given the reactants C(OC(=O)[NH:7][C@@H:8]([CH2:26][C@H:27]([CH2:31][C:32]1[CH:37]=[CH:36][C:35]([O:38][CH3:39])=[C:34]([O:40][CH2:41][CH2:42][CH2:43][O:44][CH3:45])[CH:33]=1)[CH:28]([CH3:30])[CH3:29])[C@@H:9]([OH:25])[CH2:10][C@H:11]([C:15](=[O:24])[NH:16][CH2:17][C:18]([C:21](=[O:23])[NH2:22])([CH3:20])[CH3:19])[CH:12]([CH3:14])[CH3:13])(C)(C)C.C(=O)(O)[O-].[Na+], predict the reaction product. The product is: [NH2:7][C@@H:8]([CH2:26][C@H:27]([CH2:31][C:32]1[CH:37]=[CH:36][C:35]([O:38][CH3:39])=[C:34]([O:40][CH2:41][CH2:42][CH2:43][O:44][CH3:45])[CH:33]=1)[CH:28]([CH3:29])[CH3:30])[C@@H:9]([OH:25])[CH2:10][C@@H:11]([CH:12]([CH3:13])[CH3:14])[C:15]([NH:16][CH2:17][C:18]([C:21](=[O:23])[NH2:22])([CH3:20])[CH3:19])=[O:24]. (2) Given the reactants ON1C2C=CC=CC=2N=N1.Cl.C(N=C=NCCCN(C)C)C.[Br:23][C:24]1[CH:32]=[C:31]([CH3:33])[CH:30]=[CH:29][C:25]=1[C:26](O)=[O:27].Cl.[CH3:35][NH:36][O:37][CH3:38].Cl, predict the reaction product. The product is: [Br:23][C:24]1[CH:32]=[C:31]([CH3:33])[CH:30]=[CH:29][C:25]=1[C:26]([N:36]([CH3:35])[O:37][CH3:38])=[O:27]. (3) Given the reactants [NH:1]([C:10]([O:12][CH2:13][CH:14]1[C:26]2[C:21](=[CH:22][CH:23]=[CH:24][CH:25]=2)[C:20]2[C:15]1=[CH:16][CH:17]=[CH:18][CH:19]=2)=[O:11])[C@H:2]([C:7](O)=[O:8])[CH2:3][CH:4]([CH3:6])[CH3:5].CC(C)N=C=NC(C)C.C1C=CC2N(O)N=NC=2C=1, predict the reaction product. The product is: [CH3:6][CH:4]([CH2:3][C@H:2]([NH:1][C:10]([O:12][CH2:13][CH:14]1[C:15]2[C:20](=[CH:19][CH:18]=[CH:17][CH:16]=2)[C:21]2[C:26]1=[CH:25][CH:24]=[CH:23][CH:22]=2)=[O:11])[CH:7]=[O:8])[CH3:5]. (4) Given the reactants CCN(CC)CC.[F:8][C:9]1[CH:16]=[C:15]([OH:17])[CH:14]=[CH:13][C:10]=1[CH2:11][OH:12].[CH2:18]([C:20](Cl)=[O:21])[CH3:19].CCOCC, predict the reaction product. The product is: [C:20]([O:17][C:15]1[CH:14]=[CH:13][C:10]([CH2:11][OH:12])=[C:9]([F:8])[CH:16]=1)(=[O:21])[CH2:18][CH3:19]. (5) Given the reactants [F:1][C:2]1[C:11]([O:12]C)=[CH:10][C:5]2[C:6]([CH3:9])=[N:7][O:8][C:4]=2[CH:3]=1.B(Br)(Br)Br, predict the reaction product. The product is: [CH3:9][C:6]1[C:5]2[CH:10]=[C:11]([OH:12])[C:2]([F:1])=[CH:3][C:4]=2[O:8][N:7]=1. (6) The product is: [C:6]([CH:5]([N:13]1[C:12]2[CH:14]=[CH:15][C:16]([C:18]([OH:20])=[O:19])=[CH:17][C:11]=2[S:10][C:9]1=[N:8][C:6](=[O:7])[C:5]1[CH:4]=[CH:3][C:2]([CH3:1])=[CH:23][CH:22]=1)[CH2:4][CH3:3])([OH:7])=[O:24]. Given the reactants [CH3:1][C:2]1[CH:23]=[CH:22][C:5]([C:6]([NH:8][C:9]2[S:10][C:11]3[CH:17]=[C:16]([C:18]([O:20]C)=[O:19])[CH:15]=[CH:14][C:12]=3[N:13]=2)=[O:7])=[CH:4][CH:3]=1.[OH-:24].[Na+], predict the reaction product. (7) Given the reactants CON(C)[C:4]([C@@H:6]1[CH2:10][C:9](=[O:11])[N:8]([C:12]2[CH:17]=[CH:16][C:15]([O:18][CH2:19][C:20]3[CH:25]=[CH:24][CH:23]=[C:22]([F:26])[CH:21]=3)=[CH:14][CH:13]=2)[CH2:7]1)=[O:5].[CH3:28][Mg]Br.O.C(OCC)(=O)C, predict the reaction product. The product is: [C:4]([C@H:6]1[CH2:7][N:8]([C:12]2[CH:13]=[CH:14][C:15]([O:18][CH2:19][C:20]3[CH:25]=[CH:24][CH:23]=[C:22]([F:26])[CH:21]=3)=[CH:16][CH:17]=2)[C:9](=[O:11])[CH2:10]1)(=[O:5])[CH3:28].